Predict the reaction yield, written as a fraction of the theoretical maximum amount of product (1.0 means a 100% yield; for example, 0.34 means a 34% yield). From a dataset of Reaction yield outcomes from USPTO patents with 853,638 reactions. (1) The reactants are [F:1][C:2]([F:7])([F:6])[C:3]([OH:5])=[O:4].[F:8][C:9]([F:14])([F:13])[C:10]([OH:12])=[O:11].FC(F)(F)C(O)=O.[Cl:22][C:23]1[CH:24]=[N:25][C:26]2[NH:27][C:28]3[CH:29]=[N:30][CH:31]=[C:32]([CH:54]=3)[CH2:33][CH2:34][C:35]3[CH:43]=[C:39]([NH:40][C:41]=1[N:42]=2)[CH:38]=[CH:37][C:36]=3[NH:44][C:45](=[O:53])[CH2:46][CH:47]1[CH2:52][CH2:51][NH:50][CH2:49][CH2:48]1.[O:55]1[CH:59]=[CH:58][CH:57]=[C:56]1[S:60](Cl)(=[O:62])=[O:61]. No catalyst specified. The product is [F:1][C:2]([F:7])([F:6])[C:3]([OH:5])=[O:4].[F:8][C:9]([F:14])([F:13])[C:10]([OH:12])=[O:11].[Cl:22][C:23]1[CH:24]=[N:25][C:26]2[NH:27][C:28]3[CH:29]=[N:30][CH:31]=[C:32]([CH:54]=3)[CH2:33][CH2:34][C:35]3[CH:43]=[C:39]([NH:40][C:41]=1[N:42]=2)[CH:38]=[CH:37][C:36]=3[NH:44][C:45](=[O:53])[CH2:46][CH:47]1[CH2:52][CH2:51][N:50]([S:60]([C:56]2[O:55][CH:59]=[CH:58][CH:57]=2)(=[O:62])=[O:61])[CH2:49][CH2:48]1. The yield is 0.0800. (2) The yield is 0.220. The catalyst is CN(C=O)C. The reactants are [CH:1]1([C:5]2[C:6]([O:14][CH2:15][C:16]([F:19])([F:18])[F:17])=[CH:7][C:8]([C:11]([OH:13])=O)=[N:9][CH:10]=2)[CH2:4][CH2:3][CH2:2]1.CCN(C(C)C)C(C)C.CN(C(ON1N=NC2C=CC=CC1=2)=[N+](C)C)C.[B-](F)(F)(F)F.[CH3:51][C:52]1[O:56][N:55]=[C:54]([C:57]([NH2:64])([CH3:63])[CH2:58][S:59]([CH3:62])(=[O:61])=[O:60])[N:53]=1.Br. The product is [CH:1]1([C:5]2[C:6]([O:14][CH2:15][C:16]([F:19])([F:18])[F:17])=[CH:7][C:8]([C:11]([NH:64][C:57]([CH3:63])([C:54]3[N:53]=[C:52]([CH3:51])[O:56][N:55]=3)[CH2:58][S:59]([CH3:62])(=[O:61])=[O:60])=[O:13])=[N:9][CH:10]=2)[CH2:2][CH2:3][CH2:4]1. (3) The catalyst is C(#N)C. The reactants are [NH2:1][C:2]1[C:6]([CH3:7])=[CH:5][S:4][C:3]=1[C:8]([O:10]C)=O.[Cl:12][C:13]1[CH:18]=[CH:17][C:16]([N:19]=[C:20]=[S:21])=[CH:15][CH:14]=1. The product is [Cl:12][C:13]1[CH:18]=[CH:17][C:16]([N:19]2[C:8](=[O:10])[C:3]3[S:4][CH:5]=[C:6]([CH3:7])[C:2]=3[NH:1][C:20]2=[S:21])=[CH:15][CH:14]=1. The yield is 0.140. (4) The reactants are [CH:1]([N:4]1[C:8]([C:9]2[S:10][C:11]3[CH2:12][CH2:13][O:14][C:15]4[CH:22]=[CH:21][C:20]([C:23]5[C:24](=[O:33])[N:25]([CH2:29][C:30](O)=[O:31])[CH:26]=[CH:27][CH:28]=5)=[CH:19][C:16]=4[C:17]=3[N:18]=2)=[N:7][CH:6]=[N:5]1)([CH3:3])[CH3:2].C([N:37](C(C)C)CC)(C)C.[Cl-].[NH4+].CN(C(ON1N=NC2C=CC=NC1=2)=[N+](C)C)C.F[P-](F)(F)(F)(F)F. The catalyst is C1COCC1.CCOC(C)=O. The product is [CH:1]([N:4]1[C:8]([C:9]2[S:10][C:11]3[CH2:12][CH2:13][O:14][C:15]4[CH:22]=[CH:21][C:20]([C:23]5[C:24](=[O:33])[N:25]([CH2:29][C:30]([NH2:37])=[O:31])[CH:26]=[CH:27][CH:28]=5)=[CH:19][C:16]=4[C:17]=3[N:18]=2)=[N:7][CH:6]=[N:5]1)([CH3:2])[CH3:3]. The yield is 0.680.